Dataset: Forward reaction prediction with 1.9M reactions from USPTO patents (1976-2016). Task: Predict the product of the given reaction. (1) Given the reactants [Cl:1][C:2]1[CH:3]=[C:4]([CH:20]=[C:21]([Cl:23])[CH:22]=1)[CH2:5][NH:6][C:7]1[CH:12]=[C:11](F)[CH:10]=[CH:9][C:8]=1[C:14](=[O:19])[C:15]([F:18])([F:17])[F:16].[N:24]1([C:30]([O:32][C:33]([CH3:36])([CH3:35])[CH3:34])=[O:31])[CH2:29][CH2:28][NH:27][CH2:26][CH2:25]1.C(N(CC)C(C)C)(C)C, predict the reaction product. The product is: [Cl:1][C:2]1[CH:3]=[C:4]([CH:20]=[C:21]([Cl:23])[CH:22]=1)[CH2:5][NH:6][C:7]1[CH:12]=[C:11]([N:27]2[CH2:26][CH2:25][N:24]([C:30]([O:32][C:33]([CH3:36])([CH3:35])[CH3:34])=[O:31])[CH2:29][CH2:28]2)[CH:10]=[CH:9][C:8]=1[C:14](=[O:19])[C:15]([F:18])([F:17])[F:16]. (2) Given the reactants [Cl:1][C:2]1[C:3]([CH3:24])=[C:4]([C:21](=[O:23])[CH3:22])[C:5]([OH:20])=[C:6]([O:10][CH2:11][CH2:12][CH2:13][C:14]2[CH:19]=[CH:18][CH:17]=[CH:16][CH:15]=2)[C:7]=1[O:8][CH3:9].[Br:25][CH2:26][CH2:27]Br, predict the reaction product. The product is: [Br:25][CH2:26][CH2:27][O:20][C:5]1[C:6]([O:10][CH2:11][CH2:12][CH2:13][C:14]2[CH:19]=[CH:18][CH:17]=[CH:16][CH:15]=2)=[C:7]([O:8][CH3:9])[C:2]([Cl:1])=[C:3]([CH3:24])[C:4]=1[C:21](=[O:23])[CH3:22]. (3) Given the reactants [C:1]([NH:4][C:5]1[CH:13]=[C:12]([OH:14])[CH:11]=[CH:10][C:6]=1[C:7]([OH:9])=[O:8])(=[O:3])[CH3:2].[CH2:15](Cl)[C:16]1[CH:21]=[CH:20][CH:19]=[CH:18][CH:17]=1.C(=O)([O-])[O-].[K+].[K+], predict the reaction product. The product is: [CH2:15]([O:8][C:7](=[O:9])[C:6]1[CH:10]=[CH:11][C:12]([O:14][CH2:7][C:6]2[CH:10]=[CH:11][CH:12]=[CH:13][CH:5]=2)=[CH:13][C:5]=1[NH:4][C:1](=[O:3])[CH3:2])[C:16]1[CH:21]=[CH:20][CH:19]=[CH:18][CH:17]=1. (4) Given the reactants [C:1]([NH:4][C:5]1[CH:10]=[CH:9][C:8]([CH3:11])=[CH:7][N+:6]=1[O-])(=[O:3])[CH3:2].[C:13]([O:16]C(=O)C)(=[O:15])[CH3:14], predict the reaction product. The product is: [C:13]([O:16][C:7]1[C:8]([CH3:11])=[CH:9][CH:10]=[C:5]([NH:4][C:1](=[O:3])[CH3:2])[N:6]=1)(=[O:15])[CH3:14]. (5) Given the reactants [Br:1][C:2]1[CH:3]=[C:4]2[N:10]([S:11]([C:14]3[CH:19]=[CH:18][CH:17]=[CH:16][CH:15]=3)(=[O:13])=[O:12])[CH:9]=[CH:8][C:5]2=[N:6][CH:7]=1.ClC1C=CC=C(C(OO)=[O:28])C=1, predict the reaction product. The product is: [Br:1][C:2]1[CH:3]=[C:4]2[N:10]([S:11]([C:14]3[CH:19]=[CH:18][CH:17]=[CH:16][CH:15]=3)(=[O:13])=[O:12])[CH:9]=[CH:8][C:5]2=[N+:6]([O-:28])[CH:7]=1. (6) Given the reactants [Br:1][C:2]1[C:11]2[C:6](=[C:7]([OH:12])[CH:8]=[CH:9][CH:10]=2)[CH:5]=[CH:4][CH:3]=1.[C:13]([O-])([O-])=O.[K+].[K+].S(OC)(OC)(=O)=O.O, predict the reaction product. The product is: [Br:1][C:2]1[C:11]2[C:6](=[C:7]([O:12][CH3:13])[CH:8]=[CH:9][CH:10]=2)[CH:5]=[CH:4][CH:3]=1. (7) Given the reactants [NH:1]1[CH:5]=[CH:4][N:3]=[CH:2]1.[Br:6][CH2:7][CH2:8][CH2:9][CH2:10]Br.[H-].[Na+], predict the reaction product. The product is: [Br:6][CH2:7][CH2:8][CH2:9][CH2:10][N:1]1[CH:5]=[CH:4][N:3]=[CH:2]1.